This data is from Reaction yield outcomes from USPTO patents with 853,638 reactions. The task is: Predict the reaction yield, written as a fraction of the theoretical maximum amount of product (1.0 means a 100% yield; for example, 0.34 means a 34% yield). (1) The reactants are [CH3:1][C:2]1[CH:7]=[C:6]([OH:8])[CH:5]=[C:4]([CH3:9])[C:3]=1[CH:10]([C:12]1[CH:17]=[CH:16][C:15]([O:18][Si:19]([CH:26]([CH3:28])[CH3:27])([CH:23]([CH3:25])[CH3:24])[CH:20]([CH3:22])[CH3:21])=[CH:14][CH:13]=1)O.C(O)(=O)C.OCC1(OC[C@@H](O)[C@@H](O)[C@H]1O)O.[H][H]. The catalyst is [OH-].[OH-].[Pd+2].C(OCC)(=O)C. The product is [CH3:9][C:4]1[CH:5]=[C:6]([OH:8])[CH:7]=[C:2]([CH3:1])[C:3]=1[CH2:10][C:12]1[CH:13]=[CH:14][C:15]([O:18][Si:19]([CH:26]([CH3:28])[CH3:27])([CH:20]([CH3:21])[CH3:22])[CH:23]([CH3:25])[CH3:24])=[CH:16][CH:17]=1. The yield is 0.970. (2) The yield is 0.820. The product is [CH2:1]([O:3][C@@H:4]([CH2:9][C:10]1[CH:15]=[CH:14][C:13]([C:16]2[S:20][C:19]([N:21]([CH3:32])[C:22]([NH:24][CH2:25][CH2:26][CH2:27][CH2:28][CH2:29][CH2:30][CH3:31])=[O:23])=[N:18][CH:17]=2)=[CH:12][CH:11]=1)[C:5]([OH:7])=[O:6])[CH3:2]. The reactants are [CH2:1]([O:3][C@@H:4]([CH2:9][C:10]1[CH:15]=[CH:14][C:13]([C:16]2[S:20][C:19]([N:21]([CH3:32])[C:22]([NH:24][CH2:25][CH2:26][CH2:27][CH2:28][CH2:29][CH2:30][CH3:31])=[O:23])=[N:18][CH:17]=2)=[CH:12][CH:11]=1)[C:5]([O:7]C)=[O:6])[CH3:2].[OH-].[Li+]. The catalyst is O1CCCC1.O. (3) The reactants are [I-].[NH2:2][N+:3]1[CH:8]=[CH:7][CH:6]=[CH:5][C:4]=1[NH2:9].[Cl:10][CH2:11][C:12](Cl)=O.C(N(CC)CC)C. The catalyst is CC#N.O. The product is [Cl:10][CH2:11][C:12]1[N:9]=[C:4]2[CH:5]=[CH:6][CH:7]=[CH:8][N:3]2[N:2]=1. The yield is 0.280. (4) The reactants are [C:1]([C:5]1[N:10]=[C:9](Cl)[C:8]([C:12]([O-:14])=[O:13])=[CH:7][N:6]=1)([CH3:4])([CH3:3])[CH3:2].[N:15]1([C:21]([O:23][C:24]([CH3:27])([CH3:26])[CH3:25])=[O:22])[CH2:20][CH2:19][NH:18][CH2:17][CH2:16]1. The catalyst is CN1C(=O)CCC1. The product is [C:24]([O:23][C:21]([N:15]1[CH2:20][CH2:19][N:18]([C:9]2[C:8]([C:12]([OH:14])=[O:13])=[CH:7][N:6]=[C:5]([C:1]([CH3:4])([CH3:3])[CH3:2])[N:10]=2)[CH2:17][CH2:16]1)=[O:22])([CH3:27])([CH3:25])[CH3:26]. The yield is 0.800. (5) The reactants are [C:1]1([C@@:7]23[CH2:13][C@@H:10]([CH2:11][CH2:12]2)[O:9][C:8]3=[O:14])[CH:6]=[CH:5][CH:4]=[CH:3][CH:2]=1.Cl.[CH3:16][OH:17]. The yield is 0.590. The catalyst is O1CCOCC1. The product is [OH:17][C@@H:16]1[CH2:11][CH2:12][C@:7]([C:1]2[CH:6]=[CH:5][CH:4]=[CH:3][CH:2]=2)([C:8]([O:9][CH3:10])=[O:14])[CH2:13]1. (6) The reactants are [CH3:1][O:2][C:3]1[C:4]2[C:15]([C:16]3[CH:21]=[CH:20][CH:19]=[CH:18][CH:17]=3)=[C:14]([C:22]3[CH:27]=[CH:26][C:25]([C:28]4([NH:32][C:33](=[O:39])[O:34][C:35]([CH3:38])([CH3:37])[CH3:36])[CH2:31][CH2:30][CH2:29]4)=[CH:24][CH:23]=3)[O:13][C:5]=2[N:6]=[C:7](S(C)(=O)=O)[N:8]=1.[NH2:40][CH2:41][CH2:42][OH:43]. The catalyst is C1(C)C=CC=CC=1. The product is [OH:43][CH2:42][CH2:41][NH:40][C:7]1[N:8]=[C:3]([O:2][CH3:1])[C:4]2[C:15]([C:16]3[CH:21]=[CH:20][CH:19]=[CH:18][CH:17]=3)=[C:14]([C:22]3[CH:27]=[CH:26][C:25]([C:28]4([NH:32][C:33](=[O:39])[O:34][C:35]([CH3:38])([CH3:37])[CH3:36])[CH2:31][CH2:30][CH2:29]4)=[CH:24][CH:23]=3)[O:13][C:5]=2[N:6]=1. The yield is 0.910. (7) The yield is 0.580. The catalyst is C(#N)C. The product is [CH3:23][O:22][C:19]1[CH:18]=[CH:17][C:16]([C:9]2[C:10](=[O:15])[C:11]([CH3:13])([CH3:14])[O:12][C:8]=2[C:5]2[CH:4]=[CH:3][C:2]([O:1][CH2:31][C:32]3[CH:41]=[CH:40][C:39]4[C:34](=[CH:35][CH:36]=[CH:37][CH:38]=4)[N:33]=3)=[CH:7][CH:6]=2)=[CH:21][CH:20]=1. The reactants are [OH:1][C:2]1[CH:7]=[CH:6][C:5]([C:8]2[O:12][C:11]([CH3:14])([CH3:13])[C:10](=[O:15])[C:9]=2[C:16]2[CH:21]=[CH:20][C:19]([O:22][CH3:23])=[CH:18][CH:17]=2)=[CH:4][CH:3]=1.C([O-])([O-])=O.[K+].[K+].Cl[CH2:31][C:32]1[CH:41]=[CH:40][C:39]2[C:34](=[CH:35][CH:36]=[CH:37][CH:38]=2)[N:33]=1.